This data is from Reaction yield outcomes from USPTO patents with 853,638 reactions. The task is: Predict the reaction yield, written as a fraction of the theoretical maximum amount of product (1.0 means a 100% yield; for example, 0.34 means a 34% yield). The reactants are [NH2:1][CH2:2][C:3]([NH2:5])=[O:4].C[Al](C)C.[Cl:10][C:11]1[CH:21]=[C:20](/[CH:22]=[CH:23]/[CH:24]([C:29]2[CH:34]=[C:33]([Cl:35])[C:32]([Cl:36])=[C:31]([Cl:37])[CH:30]=2)[C:25]([F:28])([F:27])[F:26])[CH:19]=[CH:18][C:12]=1[C:13](OCC)=[O:14]. The catalyst is C(Cl)Cl. The product is [Cl:10][C:11]1[CH:21]=[C:20](/[CH:22]=[CH:23]/[CH:24]([C:29]2[CH:30]=[C:31]([Cl:37])[C:32]([Cl:36])=[C:33]([Cl:35])[CH:34]=2)[C:25]([F:26])([F:27])[F:28])[CH:19]=[CH:18][C:12]=1[C:13]([NH:1][CH2:2][C:3](=[O:4])[NH:5][CH2:24][C:25]([F:28])([F:27])[F:26])=[O:14]. The yield is 0.500.